From a dataset of Forward reaction prediction with 1.9M reactions from USPTO patents (1976-2016). Predict the product of the given reaction. (1) Given the reactants [Cl:1][C:2]1[C:10]2[S:9][C:8](=[N:11][C:12](=[O:20])[C:13]3[CH:18]=[CH:17][CH:16]=[C:15]([Cl:19])[CH:14]=3)[NH:7][C:6]=2[CH:5]=[C:4]([C:21]([F:24])([F:23])[F:22])[CH:3]=1.Br[CH:26]([CH2:31][CH3:32])[C:27]([O:29]C)=[O:28].FC1C2SC(=NC(=O)C3C=CC=C(Cl)C=3)NC=2C=CC=1OC.BrCC(OCC)=O, predict the reaction product. The product is: [Cl:1][C:2]1[C:10]2[S:9][C:8](=[N:11][C:12](=[O:20])[C:13]3[CH:18]=[CH:17][CH:16]=[C:15]([Cl:19])[CH:14]=3)[N:7]([CH:26]([CH2:31][CH3:32])[C:27]([OH:29])=[O:28])[C:6]=2[CH:5]=[C:4]([C:21]([F:22])([F:24])[F:23])[CH:3]=1. (2) Given the reactants Br[CH2:2][CH2:3][CH2:4][C:5]([O:7][CH3:8])=[O:6].[OH:9][N:10]1[C:14](=[O:15])[C:13]2=[CH:16][CH:17]=[CH:18][CH:19]=[C:12]2[C:11]1=[O:20].C(N(CC)CC)C.[K+].[Br-], predict the reaction product. The product is: [C:14]1(=[O:15])[N:10]([O:9][CH2:2][CH2:3][CH2:4][C:5]([O:7][CH3:8])=[O:6])[C:11](=[O:20])[C:12]2=[CH:19][CH:18]=[CH:17][CH:16]=[C:13]12. (3) Given the reactants [Br:1][C:2]1[CH:3]=[C:4]([O:10][C:11]2[C:12]([CH3:18])=[N:13][N:14]([CH3:17])[C:15]=2[CH3:16])[C:5]([C:8]#[N:9])=[N:6][CH:7]=1.[OH:19]S(O)(=O)=O.[OH-].[Na+], predict the reaction product. The product is: [Br:1][C:2]1[CH:3]=[C:4]([O:10][C:11]2[C:12]([CH3:18])=[N:13][N:14]([CH3:17])[C:15]=2[CH3:16])[C:5]([C:8]([NH2:9])=[O:19])=[N:6][CH:7]=1. (4) Given the reactants Cl[C:2]1[CH:3]=[CH:4][C:5]2[N:6]([C:8]([CH2:11][NH:12][C:13](=[O:19])[O:14][C:15]([CH3:18])([CH3:17])[CH3:16])=[N:9][N:10]=2)[N:7]=1.[CH3:20][CH:21]([CH3:26])[CH:22]([OH:25])[C:23]#[CH:24].C(N(CC)CC)C, predict the reaction product. The product is: [OH:25][CH:22]([CH:21]([CH3:26])[CH3:20])[C:23]#[C:24][C:2]1[CH:3]=[CH:4][C:5]2[N:6]([C:8]([CH2:11][NH:12][C:13](=[O:19])[O:14][C:15]([CH3:18])([CH3:17])[CH3:16])=[N:9][N:10]=2)[N:7]=1. (5) Given the reactants CC([N:5]([C@@H:9]([CH2:23][CH2:24][C:25]1[CH:30]=[CH:29][CH:28]=[CH:27][CH:26]=1)/[CH:10]=[CH:11]/[C:12]([NH:14][C:15]1[CH:20]=[CH:19][C:18]([O:21][CH3:22])=[CH:17][CH:16]=1)=[O:13])C(=O)[O-])(C)C.[ClH:31], predict the reaction product. The product is: [ClH:31].[NH2:5][C@@H:9]([CH2:23][CH2:24][C:25]1[CH:26]=[CH:27][CH:28]=[CH:29][CH:30]=1)/[CH:10]=[CH:11]/[C:12]([NH:14][C:15]1[CH:20]=[CH:19][C:18]([O:21][CH3:22])=[CH:17][CH:16]=1)=[O:13].